Dataset: NCI-60 drug combinations with 297,098 pairs across 59 cell lines. Task: Regression. Given two drug SMILES strings and cell line genomic features, predict the synergy score measuring deviation from expected non-interaction effect. (1) Drug 1: C1CCC(C1)C(CC#N)N2C=C(C=N2)C3=C4C=CNC4=NC=N3. Drug 2: CC(C)(C#N)C1=CC(=CC(=C1)CN2C=NC=N2)C(C)(C)C#N. Cell line: MALME-3M. Synergy scores: CSS=1.41, Synergy_ZIP=10.0, Synergy_Bliss=4.48, Synergy_Loewe=2.39, Synergy_HSA=2.29. (2) Drug 1: C1=NC2=C(N1)C(=S)N=C(N2)N. Drug 2: C(=O)(N)NO. Cell line: NCI-H322M. Synergy scores: CSS=19.6, Synergy_ZIP=-6.70, Synergy_Bliss=-9.29, Synergy_Loewe=-79.3, Synergy_HSA=-10.3.